From a dataset of Reaction yield outcomes from USPTO patents with 853,638 reactions. Predict the reaction yield, written as a fraction of the theoretical maximum amount of product (1.0 means a 100% yield; for example, 0.34 means a 34% yield). (1) The reactants are [CH3:1][C:2]1([CH3:28])[O:6][C@H:5]2[C@H:7]([N:12]3[C:16]4[N:17]=[CH:18][N:19]=[C:20]([S:21][C:22]5[CH:27]=[CH:26][CH:25]=[CH:24][CH:23]=5)[C:15]=4[CH:14]=[CH:13]3)[CH2:8][C@@H:9]([CH2:10][OH:11])[C@H:4]2[O:3]1.N1C=CC=CC=1.Cl[S:36]([NH2:39])(=[O:38])=[O:37].C(C#N)(C)=O. The catalyst is C(Cl)Cl. The product is [S:36](=[O:38])(=[O:37])([O:11][CH2:10][C@@H:9]1[C@@H:4]2[C@@H:5]([O:6][C:2]([CH3:28])([CH3:1])[O:3]2)[C@H:7]([N:12]2[C:16]3[N:17]=[CH:18][N:19]=[C:20]([S:21][C:22]4[CH:27]=[CH:26][CH:25]=[CH:24][CH:23]=4)[C:15]=3[CH:14]=[CH:13]2)[CH2:8]1)[NH2:39]. The yield is 0.340. (2) The reactants are [Cl:1][C:2]1[CH:3]=[C:4]2[C:9](=[CH:10][C:11]=1[OH:12])[NH:8][C:7](=[O:13])[C:6]([CH2:14][NH:15][C:16]1[CH:23]=[CH:22][C:19]([C:20]#[N:21])=[C:18]([O:24][CH3:25])[CH:17]=1)=[CH:5]2.C1(P(C2C=CC=CC=2)C2C=CC=CC=2)C=CC=CC=1.[O:45]1[CH2:50][CH2:49][N:48]([CH2:51][CH2:52]O)[CH2:47][CH2:46]1.CCOC(/N=N/C(OCC)=O)=O. The catalyst is C1COCC1. The product is [Cl:1][C:2]1[CH:3]=[C:4]2[C:9](=[CH:10][C:11]=1[O:12][CH2:52][CH2:51][N:48]1[CH2:49][CH2:50][O:45][CH2:46][CH2:47]1)[NH:8][C:7](=[O:13])[C:6]([CH2:14][NH:15][C:16]1[CH:23]=[CH:22][C:19]([C:20]#[N:21])=[C:18]([O:24][CH3:25])[CH:17]=1)=[CH:5]2. The yield is 0.520. (3) The reactants are [Br:1][C:2]1[CH:3]=[C:4]([CH:7]=[CH:8][C:9]=1F)[CH:5]=[O:6].[NH:11]1[CH2:16][CH2:15][O:14][CH2:13][CH2:12]1.C([O-])([O-])=O.[K+].[K+]. The catalyst is N1C=CC=CC=1. The product is [Br:1][C:2]1[CH:3]=[C:4]([CH:7]=[CH:8][C:9]=1[N:11]1[CH2:16][CH2:15][O:14][CH2:13][CH2:12]1)[CH:5]=[O:6]. The yield is 0.580. (4) The reactants are C1(P(C2CCCCC2)C2C=CC=CC=2C2C(OC)=CC=CC=2OC)CCCCC1.C(=O)([O-])[O-].[K+].[K+].[F:36][C:37]1[CH:38]=[CH:39][C:40]2[N:41]([CH:43]=[C:44]([C:46]([NH:48][C@H:49]3[CH2:54][CH2:53][C@@H:52]([N:55]4[C:60](=[O:61])[C:59]5[CH:62]=[C:63]([F:66])[CH:64]=[N:65][C:58]=5[N:57]([C:67]5[CH:72]=[CH:71][CH:70]=[C:69](I)[CH:68]=5)[C:56]4=[O:74])[CH2:51][CH2:50]3)=[O:47])[N:45]=2)[CH:42]=1.CC1(C)C(C)(C)OB([C:83]2[CH:96]=[CH:95][C:86]([O:87][CH2:88][CH2:89][N:90]3[CH2:94][CH2:93][CH2:92][CH2:91]3)=[CH:85][CH:84]=2)O1. The catalyst is C(#N)C.O.C([O-])(=O)C.[Pd+2].C([O-])(=O)C. The product is [F:36][C:37]1[CH:38]=[CH:39][C:40]2[N:41]([CH:43]=[C:44]([C:46]([NH:48][C@H:49]3[CH2:54][CH2:53][C@@H:52]([N:55]4[C:60](=[O:61])[C:59]5[CH:62]=[C:63]([F:66])[CH:64]=[N:65][C:58]=5[N:57]([C:67]5[CH:68]=[C:69]([C:83]6[CH:84]=[CH:85][C:86]([O:87][CH2:88][CH2:89][N:90]7[CH2:91][CH2:92][CH2:93][CH2:94]7)=[CH:95][CH:96]=6)[CH:70]=[CH:71][CH:72]=5)[C:56]4=[O:74])[CH2:51][CH2:50]3)=[O:47])[N:45]=2)[CH:42]=1. The yield is 0.0900. (5) The reactants are [CH2:1]([O:3][C:4]([C:6]1[C:7](=[O:27])[N:8](CC2C=CC(OC)=CC=2)[C:9]2[C:14]([C:15]=1[Cl:16])=[CH:13][C:12]([Cl:17])=[CH:11][N:10]=2)=[O:5])[CH3:2]. The catalyst is C(O)(C(F)(F)F)=O. The product is [CH2:1]([O:3][C:4]([C:6]1[C:7](=[O:27])[NH:8][C:9]2[C:14]([C:15]=1[Cl:16])=[CH:13][C:12]([Cl:17])=[CH:11][N:10]=2)=[O:5])[CH3:2]. The yield is 0.990. (6) The reactants are [Cl-].O[NH3+:3].[C:4](=[O:7])([O-])[OH:5].[Na+].CS(C)=O.[O:13]=[C:14]1[C:19]([CH2:20][C:21]2[CH:26]=[CH:25][C:24]([C:27]3[C:28]([C:33]#[N:34])=[CH:29][CH:30]=[CH:31][CH:32]=3)=[CH:23][CH:22]=2)=[C:18]([CH2:35][CH2:36][CH3:37])[N:17]2[N:38]=[CH:39][N:40]=[C:16]2[N:15]1[CH:41]1[CH2:46][CH2:45][CH2:44][O:43][CH2:42]1. The catalyst is C(OCC)(=O)C. The product is [O:7]=[C:4]1[O:5][N:3]=[C:33]([C:28]2[CH:29]=[CH:30][CH:31]=[CH:32][C:27]=2[C:24]2[CH:23]=[CH:22][C:21]([CH2:20][C:19]3[C:14](=[O:13])[N:15]([CH:41]4[CH2:46][CH2:45][CH2:44][O:43][CH2:42]4)[C:16]4[N:17]([N:38]=[CH:39][N:40]=4)[C:18]=3[CH2:35][CH2:36][CH3:37])=[CH:26][CH:25]=2)[NH:34]1. The yield is 0.180. (7) The reactants are [Br:1][C:2]1[CH:7]=[C:6]([C:8]([CH3:11])([CH3:10])[CH3:9])[CH:5]=[CH:4][C:3]=1[OH:12].C(N(CC)CC)C.Cl[C:21]([O:23][CH3:24])=[O:22]. The catalyst is CN(C1C=CN=CC=1)C.ClCCl. The product is [C:21](=[O:22])([O:23][CH3:24])[O:12][C:3]1[CH:4]=[CH:5][C:6]([C:8]([CH3:9])([CH3:11])[CH3:10])=[CH:7][C:2]=1[Br:1]. The yield is 0.900. (8) The reactants are [F:1][C:2]1[C:9]([F:10])=[CH:8][C:5]([C:6]#[N:7])=[C:4]([OH:11])[CH:3]=1.[C:12]([O:16][C:17]([N:19]1[CH2:24][CH2:23][CH:22]([N:25]2[C:29]3=[N:30][CH:31]=[N:32][C:33](Cl)=[C:28]3[CH:27]=[N:26]2)[CH2:21][CH2:20]1)=[O:18])([CH3:15])([CH3:14])[CH3:13].C(=O)([O-])[O-].[K+].[K+].C(=O)([O-])[O-].[Na+].[Na+]. The catalyst is CN(C)C=O. The product is [C:12]([O:16][C:17]([N:19]1[CH2:20][CH2:21][CH:22]([N:25]2[C:29]3=[N:30][CH:31]=[N:32][C:33]([O:11][C:4]4[CH:3]=[C:2]([F:1])[C:9]([F:10])=[CH:8][C:5]=4[C:6]#[N:7])=[C:28]3[CH:27]=[N:26]2)[CH2:23][CH2:24]1)=[O:18])([CH3:15])([CH3:13])[CH3:14]. The yield is 0.130. (9) The reactants are [N:1]12[CH2:8][CH2:7][C:4]([C:9]([C:17]3[CH:22]=[CH:21][CH:20]=[CH:19][CH:18]=3)([C:11]3[CH:16]=[CH:15][CH:14]=[CH:13][CH:12]=3)[OH:10])([CH2:5][CH2:6]1)[CH2:3][CH2:2]2.[Br:23][CH2:24][CH2:25][O:26][CH2:27][C:28]1[CH:33]=[CH:32][C:31]([F:34])=[CH:30][CH:29]=1. The catalyst is CC#N.C(Cl)(Cl)Cl. The product is [Br-:23].[F:34][C:31]1[CH:30]=[CH:29][C:28]([CH2:27][O:26][CH2:25][CH2:24][N+:1]23[CH2:6][CH2:5][C:4]([C:9]([OH:10])([C:17]4[CH:22]=[CH:21][CH:20]=[CH:19][CH:18]=4)[C:11]4[CH:12]=[CH:13][CH:14]=[CH:15][CH:16]=4)([CH2:3][CH2:2]2)[CH2:7][CH2:8]3)=[CH:33][CH:32]=1. The yield is 0.160. (10) The product is [Br:1][C:2]1[CH:7]=[CH:6][C:5]([CH2:8][CH2:9][CH2:10][OH:11])=[CH:4][C:3]=1[I:13]. The catalyst is C1COCC1.CO. The yield is 0.350. The reactants are [Br:1][C:2]1[CH:7]=[CH:6][C:5]([CH2:8][CH2:9][C:10](O)=[O:11])=[CH:4][C:3]=1[I:13].CN1CCOCC1.C(Cl)(=O)OCC(C)C.[BH4-].[Na+].